Dataset: Full USPTO retrosynthesis dataset with 1.9M reactions from patents (1976-2016). Task: Predict the reactants needed to synthesize the given product. The reactants are: [Cl:1][C:2]1[CH:7]=[CH:6][C:5]([C@@H:8](O)[CH2:9][N:10]([CH2:12][CH2:13]O)[CH3:11])=[CH:4][CH:3]=1.C(N(CC)CC)C.CS([Cl:27])(=O)=O.[CH2:28]([NH2:31])[CH:29]=[CH2:30].C(=O)([O-])[O-].[Na+].[Na+].Cl.C(O)(C)C. Given the product [ClH:1].[ClH:27].[Cl:1][C:2]1[CH:7]=[CH:6][C:5]([C@@H:8]2[CH2:9][N:10]([CH3:11])[CH2:12][CH2:13][N:31]2[CH2:28][CH:29]=[CH2:30])=[CH:4][CH:3]=1, predict the reactants needed to synthesize it.